Dataset: Catalyst prediction with 721,799 reactions and 888 catalyst types from USPTO. Task: Predict which catalyst facilitates the given reaction. (1) Reactant: [CH3:1][O:2][N:3]([CH3:24])[C:4]1[N:5]=[C:6]([NH:20][CH2:21][CH2:22][CH3:23])[C:7]2[N:13]=[C:12]([NH:14][CH3:15])[N:11]=[C:10]([NH:16][CH2:17][CH2:18][CH3:19])[C:8]=2[N:9]=1.[ClH:25].C(OCC)C. Product: [ClH:25].[CH3:1][O:2][N:3]([CH3:24])[C:4]1[N:5]=[C:6]([NH:20][CH2:21][CH2:22][CH3:23])[C:7]2[N:13]=[C:12]([NH:14][CH3:15])[N:11]=[C:10]([NH:16][CH2:17][CH2:18][CH3:19])[C:8]=2[N:9]=1. The catalyst class is: 27. (2) Reactant: [F:1][CH:2]([F:40])[C:3]1[C:8]([F:9])=[C:7]([S:10](=[O:19])(=[O:18])[NH:11][C@@H:12]([CH3:17])[C:13]([F:16])([F:15])[F:14])[CH:6]=[CH:5][C:4]=1[C:20]1[S:24][C:23]([C:25]2[CH:29]=[C:28]([CH2:30][C:31]([CH3:37])([CH3:36])[C:32]([O:34][CH3:35])=[O:33])[O:27][N:26]=2)=[N:22][C:21]=1[CH2:38][OH:39].C(O)(=[O:43])C.C(O)(=O)C.IC1C=CC=CC=1.CC1(C)N([O])C(C)(C)CCC1. Product: [F:40][CH:2]([F:1])[C:3]1[C:8]([F:9])=[C:7]([S:10](=[O:18])(=[O:19])[NH:11][C@@H:12]([CH3:17])[C:13]([F:16])([F:15])[F:14])[CH:6]=[CH:5][C:4]=1[C:20]1[S:24][C:23]([C:25]2[CH:29]=[C:28]([CH2:30][C:31]([CH3:37])([CH3:36])[C:32]([O:34][CH3:35])=[O:33])[O:27][N:26]=2)=[N:22][C:21]=1[C:38]([OH:43])=[O:39]. The catalyst class is: 144. (3) Reactant: Br[C:2]1[S:3][CH:4]=[CH:5][N:6]=1.[Li]CCCC.[C:12]([O:16][C:17]([N:19]1[CH2:24][CH2:23][C:22](=[O:25])[CH2:21][CH2:20]1)=[O:18])([CH3:15])([CH3:14])[CH3:13].O. Product: [C:12]([O:16][C:17]([N:19]1[CH2:24][CH2:23][C:22]([OH:25])([C:2]2[S:3][CH:4]=[CH:5][N:6]=2)[CH2:21][CH2:20]1)=[O:18])([CH3:15])([CH3:13])[CH3:14]. The catalyst class is: 28. (4) Product: [CH:19]1([CH2:25][NH:26][C:2]2[N:7]=[C:6]([C:8]3[CH:9]=[N:10][N:11]4[CH:16]=[CH:15][C:14]([C:17]#[N:18])=[CH:13][C:12]=34)[CH:5]=[CH:4][CH:3]=2)[CH2:24][CH2:23][CH2:22][CH2:21][CH2:20]1. The catalyst class is: 16. Reactant: Cl[C:2]1[N:7]=[C:6]([C:8]2[CH:9]=[N:10][N:11]3[CH:16]=[CH:15][C:14]([C:17]#[N:18])=[CH:13][C:12]=23)[CH:5]=[CH:4][CH:3]=1.[CH:19]1([CH2:25][NH2:26])[CH2:24][CH2:23][CH2:22][CH2:21][CH2:20]1.C(N(CC)CC)C.O. (5) Reactant: [CH3:1][N:2]([CH2:4][C:5]1([C:11]2[CH:16]=[CH:15][C:14]([OH:17])=[CH:13][CH:12]=2)[CH2:10][CH2:9][O:8][CH2:7][CH2:6]1)[CH3:3].Cl[CH2:19][CH2:20][CH2:21][N:22]1[CH2:27][CH2:26][S:25][CH2:24][CH2:23]1.C([O-])([O-])=O.[K+].[K+].C(Cl)Cl.CO.N. Product: [CH3:3][N:2]([CH3:1])[CH2:4][C:5]1([C:11]2[CH:16]=[CH:15][C:14]([O:17][CH2:19][CH2:20][CH2:21][N:22]3[CH2:27][CH2:26][S:25][CH2:24][CH2:23]3)=[CH:13][CH:12]=2)[CH2:6][CH2:7][O:8][CH2:9][CH2:10]1. The catalyst class is: 3. (6) The catalyst class is: 194. Reactant: [CH:1]1([C:6]([C:12]2[CH:13]=[N:14][CH:15]=[CH:16][CH:17]=2)([CH3:11])[C:7]([O:9][CH3:10])=[O:8])[CH2:5][CH2:4][CH2:3][CH2:2]1.OC1[CH2:24][CH2:23][N:22]([CH3:25])[CH2:21][CH2:20]1. Product: [CH:1]1([C:6]([C:12]2[CH:13]=[N:14][CH:15]=[CH:16][CH:17]=2)([CH3:11])[C:7]([O:9][CH:10]2[CH2:24][CH2:23][N:22]([CH3:25])[CH2:21][CH2:20]2)=[O:8])[CH2:5][CH2:4][CH2:3][CH2:2]1. (7) Reactant: [O:1]1[CH2:5][CH2:4][O:3][CH:2]1[C:6]1[CH:7]=[C:8]([CH:11]=[CH:12][CH:13]=1)[CH:9]=[O:10].[BH4-].[Na+]. Product: [O:1]1[CH2:5][CH2:4][O:3][CH:2]1[C:6]1[CH:7]=[C:8]([CH:11]=[CH:12][CH:13]=1)[CH2:9][OH:10]. The catalyst class is: 5.